From a dataset of Reaction yield outcomes from USPTO patents with 853,638 reactions. Predict the reaction yield, written as a fraction of the theoretical maximum amount of product (1.0 means a 100% yield; for example, 0.34 means a 34% yield). (1) The reactants are [C:1]([O:5][C:6](=[O:28])[NH:7][C:8]1[C:17]([CH3:18])=[C:16]2[C:11]([CH2:12][CH2:13][C@@H:14]([C:19]([CH3:27])([CH3:26])[O:20][SiH2:21][C:22]([CH3:25])([CH3:24])[CH3:23])[O:15]2)=[CH:10][CH:9]=1)([CH3:4])([CH3:3])[CH3:2].[CH:29]([Li])([CH2:31]C)[CH3:30].C(Br)C=C. The catalyst is O1CCCC1.N1C2C(=CC=C3C=2N=CC=C3)C=CC=1. The product is [C:1]([O:5][C:6](=[O:28])[NH:7][C:8]1[C:17]([CH2:18][CH2:31][CH:29]=[CH2:30])=[C:16]2[C:11]([CH2:12][CH2:13][C@@H:14]([C:19]([CH3:27])([CH3:26])[O:20][SiH2:21][C:22]([CH3:25])([CH3:24])[CH3:23])[O:15]2)=[CH:10][CH:9]=1)([CH3:3])([CH3:4])[CH3:2]. The yield is 0.850. (2) The reactants are [C:1]([C:3]1[CH:8]=[CH:7][C:6](Cl)=[CH:5][CH:4]=1)#[N:2].[NH:10]1[CH2:15][CH2:14][NH:13][CH2:12][CH2:11]1.CC(C)([O-])C.[Na+]. The catalyst is C1(C)C=CC=CC=1.O1CCCC1.C(C1C=C(C(C)C)C=C(C(C)C)C=1C1C=CC=CC=1P(C1CCCCC1)C1CCCCC1)(C)C. The product is [C:1]([C:3]1[CH:8]=[CH:7][C:6]([N:10]2[CH2:15][CH2:14][NH:13][CH2:12][CH2:11]2)=[CH:5][CH:4]=1)#[N:2]. The yield is 0.950. (3) The reactants are C([Li])CCC.Br[C:7]1[CH:12]=[CH:11][CH:10]=[CH:9][C:8]=1[O:13][C:14]([F:17])([F:16])[F:15].[B:18](OC(C)C)([O:23]C(C)C)[O:19]C(C)C. The catalyst is O1CCCC1. The product is [F:15][C:14]([F:17])([F:16])[O:13][C:8]1[CH:9]=[CH:10][CH:11]=[CH:12][C:7]=1[B:18]([OH:23])[OH:19]. The yield is 0.650.